From a dataset of Reaction yield outcomes from USPTO patents with 853,638 reactions. Predict the reaction yield, written as a fraction of the theoretical maximum amount of product (1.0 means a 100% yield; for example, 0.34 means a 34% yield). (1) The reactants are Br[C:2]1[C:10]2[C:5](=[CH:6][CH:7]=[C:8]([C:11]#[N:12])[CH:9]=2)[N:4]([CH:13]2[CH2:18][CH2:17][CH2:16][CH2:15][O:14]2)[N:3]=1.[CH3:19][O:20][C:21]1[CH:26]=[CH:25][C:24](B(O)O)=[CH:23][CH:22]=1.P([O-])([O-])([O-])=O.[K+].[K+].[K+].COCCOC. The catalyst is C(Cl)Cl. The product is [CH3:19][O:20][C:21]1[CH:26]=[CH:25][C:24]([C:2]2[C:10]3[C:5](=[CH:6][CH:7]=[C:8]([C:11]#[N:12])[CH:9]=3)[N:4]([CH:13]3[CH2:18][CH2:17][CH2:16][CH2:15][O:14]3)[N:3]=2)=[CH:23][CH:22]=1. The yield is 0.770. (2) The reactants are [OH:1][C:2]1[C:9](O)=[CH:8][CH:7]=[CH:6][C:3]=1[CH:4]=[O:5].[H-].[Na+].[Cl:13][C:14]1[CH:21]=[CH:20][C:17]([CH2:18]Br)=[CH:16][CH:15]=1.CN(C)[CH:24]=[O:25]. The catalyst is O1CCCC1. The product is [Cl:13][C:14]1[CH:21]=[CH:20][C:17]([CH2:18][O:1][C:2]2[C:9]([O:25][CH2:24][C:17]3[CH:20]=[CH:21][C:14]([Cl:13])=[CH:15][CH:16]=3)=[CH:8][CH:7]=[CH:6][C:3]=2[CH:4]=[O:5])=[CH:16][CH:15]=1. The yield is 0.460. (3) The reactants are [CH3:1][O:2][C:3]1[CH:4]=[C:5](CCN)[CH:6]=[CH:7][CH:8]=1.Br[CH2:13][CH2:14][CH2:15][C:16]([O:18][CH2:19][CH3:20])=[O:17].[CH:21]([N:24](C(C)C)CC)(C)[CH3:22]. No catalyst specified. The product is [CH2:21]([N:24]([C:5]1[CH:6]=[CH:7][CH:8]=[C:3]([O:2][CH3:1])[CH:4]=1)[CH2:13][CH2:14][CH2:15][C:16]([O:18][CH2:19][CH3:20])=[O:17])[CH3:22]. The yield is 0.950. (4) The reactants are C([N:8](CC1C=CC=CC=1)[CH2:9][C:10]([F:17])([F:16])[C:11]([O:13]CC)=[O:12])C1C=CC=CC=1.Cl.[CH3:26][CH2:27]O. The catalyst is [OH-].[OH-].[Pd+2]. The product is [CH2:26]([CH:9]([NH2:8])[C:10]([F:16])([F:17])[C:11]([OH:13])=[O:12])[CH3:27]. The yield is 1.00.